From a dataset of hERG Central: cardiac toxicity at 1µM, 10µM, and general inhibition. Predict hERG channel inhibition at various concentrations. (1) The drug is COCC1CCCCN1Cc1cn[nH]c1-c1ccc2cc(OC)ccc2c1. Results: hERG_inhib (hERG inhibition (general)): blocker. (2) The molecule is COc1ccc(Cl)cc1NC(=O)CCN1CCN(Cc2ccccc2)CC1. Results: hERG_inhib (hERG inhibition (general)): blocker.